Task: Predict the product of the given reaction.. Dataset: Forward reaction prediction with 1.9M reactions from USPTO patents (1976-2016) (1) The product is: [F:17][C:18]1[C:26]([C:27]([F:30])([F:29])[F:28])=[CH:25][CH:24]=[CH:23][C:19]=1[C:20]([N:13]1[CH2:14][CH2:15][C:16]2[N:8]([C:5]3[CH:4]=[CH:3][CH:2]=[CH:7][N:6]=3)[CH:9]=[N:10][C:11]=2[CH:12]1[CH3:32])=[O:21]. Given the reactants F[C:2]1[CH:3]=[CH:4][C:5]([N:8]2[C:16]3[CH:15]=[CH:14][N:13]=[CH:12][C:11]=3[N:10]=[CH:9]2)=[N:6][CH:7]=1.[F:17][C:18]1[C:26]([C:27]([F:30])([F:29])[F:28])=[CH:25][CH:24]=[CH:23][C:19]=1[C:20](Cl)=[O:21].Cl[C:32]1C(C(F)(F)F)=CC=CC=1C(Cl)=O, predict the reaction product. (2) Given the reactants [OH:1][NH:2][C:3](=[NH:14])[C:4]1[CH:9]=[CH:8][CH:7]=[C:6]([S:10](=[O:13])(=[O:12])[NH2:11])[CH:5]=1.[Cl:15][C:16]1[CH:21]=[CH:20][C:19]([C:22]2[CH:27]=[C:26]([C:28]([F:31])([F:30])[F:29])[N:25]=[C:24]([C:32](O)=O)[N:23]=2)=[CH:18][C:17]=1[CH3:35], predict the reaction product. The product is: [Cl:15][C:16]1[CH:21]=[CH:20][C:19]([C:22]2[CH:27]=[C:26]([C:28]([F:30])([F:29])[F:31])[N:25]=[C:24]([C:32]3[O:1][N:2]=[C:3]([C:4]4[CH:5]=[C:6]([S:10]([NH2:11])(=[O:12])=[O:13])[CH:7]=[CH:8][CH:9]=4)[N:14]=3)[N:23]=2)=[CH:18][C:17]=1[CH3:35]. (3) Given the reactants [CH3:1][O:2][C:3]1[CH:4]=[C:5]([CH2:11][C:12]([OH:14])=O)[CH:6]=[CH:7][C:8]=1[O:9][CH3:10].C([N-]C(C)C)(C)C.[Li+].[F:23][C:24]([F:30])([F:29])C(OC)=O, predict the reaction product. The product is: [CH3:1][O:2][C:3]1[CH:4]=[C:5]([CH2:11][C:12](=[O:14])[C:24]([F:30])([F:29])[F:23])[CH:6]=[CH:7][C:8]=1[O:9][CH3:10]. (4) Given the reactants [F:1][C:2]([F:15])([F:14])[CH:3]=[C:4]([CH:8]1[CH2:13][CH2:12][CH2:11][CH2:10][CH2:9]1)[N+:5]([O-:7])=[O:6].[NH2:16][C@@H:17]([C:22]([CH3:25])([CH3:24])[CH3:23])[C:18]([O:20][CH3:21])=[O:19].C(N(C(C)C)CC)(C)C, predict the reaction product. The product is: [CH:8]1([CH:4]([N+:5]([O-:7])=[O:6])[CH:3]([NH:16][CH:17]([C:22]([CH3:25])([CH3:24])[CH3:23])[C:18]([O:20][CH3:21])=[O:19])[C:2]([F:14])([F:15])[F:1])[CH2:9][CH2:10][CH2:11][CH2:12][CH2:13]1. (5) Given the reactants Br[C:2]1[CH:3]=[C:4]2[C:8](=[CH:9][CH:10]=1)[NH:7][C:6]([CH3:11])=[CH:5]2.[H-].[K+].C([Li])(C)(C)C.C(O[B:23]1[O:27][C:26]([CH3:29])([CH3:28])[C:25]([CH3:31])([CH3:30])[O:24]1)(C)C, predict the reaction product. The product is: [CH3:11][C:6]1[NH:7][C:8]2[C:4]([CH:5]=1)=[CH:3][C:2]([B:23]1[O:27][C:26]([CH3:29])([CH3:28])[C:25]([CH3:31])([CH3:30])[O:24]1)=[CH:10][CH:9]=2. (6) Given the reactants [CH2:1]([O:3][C:4]1[CH:9]=[CH:8][C:7]([NH:10][CH:11]2[CH2:16][CH2:15][N:14]([C@H:17]([CH3:21])[CH2:18][C:19]#[N:20])[CH2:13][CH2:12]2)=[CH:6][CH:5]=1)[CH3:2].Cl.[C:23]([Cl:31])(=[O:30])[C:24]1[CH:29]=[CH:28][CH:27]=[N:26][CH:25]=1.CCN(C(C)C)C(C)C, predict the reaction product. The product is: [C:19]([CH2:18][C@H:17]([N:14]1[CH2:15][CH2:16][CH:11]([N:10]([C:7]2[CH:8]=[CH:9][C:4]([O:3][CH2:1][CH3:2])=[CH:5][CH:6]=2)[C:23](=[O:30])[C:24]2[CH:29]=[CH:28][CH:27]=[N:26][CH:25]=2)[CH2:12][CH2:13]1)[CH3:21])#[N:20].[CH2:23]([Cl:31])[C:24]1[CH:29]=[CH:28][CH:27]=[N:26][CH:25]=1. (7) Given the reactants O1C2=CN=CC=C2C(=O)C1.C(OC([C:16]1[O:25][C:19]2=[CH:20][N:21]=[CH:22][C:23]([Cl:24])=[C:18]2[C:17]=1[OH:26])=O)C, predict the reaction product. The product is: [Cl:24][C:23]1[CH:22]=[N:21][CH:20]=[C:19]2[O:25][CH2:16][C:17](=[O:26])[C:18]=12. (8) Given the reactants O=[C:2]([CH3:13])[CH2:3][C:4]1[CH:5]=[C:6]([CH2:10][C:11]#[N:12])[CH:7]=[CH:8][CH:9]=1.[C:14]1([C@H:20]([NH2:22])[CH3:21])[CH:19]=[CH:18][CH:17]=[CH:16][CH:15]=1.C(O[BH-](OC(=O)C)OC(=O)C)(=O)C.[Na+].[OH-].[Na+].C(=O)(O)[O-].[Na+].C(Cl)[Cl:45], predict the reaction product. The product is: [ClH:45].[C:14]1([C@H:20]([NH:22][C@H:2]([CH3:13])[CH2:3][C:4]2[CH:5]=[C:6]([CH2:10][C:11]#[N:12])[CH:7]=[CH:8][CH:9]=2)[CH3:21])[CH:19]=[CH:18][CH:17]=[CH:16][CH:15]=1. (9) Given the reactants Br[C:2]1[CH:15]=[N:14][C:5]2[NH:6][C:7](=[O:13])[C:8]([CH3:12])([CH3:11])[NH:9][CH2:10][C:4]=2[CH:3]=1.[CH3:16][N:17]([CH2:22][C:23]1[O:24][C:25]2[CH:32]=[CH:31][CH:30]=[CH:29][C:26]=2[C:27]=1[CH3:28])[C:18](=[O:21])[CH:19]=[CH2:20].C(N(C(C)C)C(C)C)C.CC1C=CC=CC=1P(C1C=CC=CC=1C)C1C=CC=CC=1C, predict the reaction product. The product is: [CH3:11][C:8]1([CH3:12])[C:7](=[O:13])[NH:6][C:5]2[N:14]=[CH:15][C:2](/[CH:20]=[CH:19]/[C:18]([N:17]([CH3:16])[CH2:22][C:23]3[O:24][C:25]4[CH:32]=[CH:31][CH:30]=[CH:29][C:26]=4[C:27]=3[CH3:28])=[O:21])=[CH:3][C:4]=2[CH2:10][NH:9]1.